This data is from Reaction yield outcomes from USPTO patents with 853,638 reactions. The task is: Predict the reaction yield, written as a fraction of the theoretical maximum amount of product (1.0 means a 100% yield; for example, 0.34 means a 34% yield). (1) The reactants are [C:1]([O:5][C:6]([N:8]1[CH2:12][C@H:11]([S:13][C:14]([C:27]2[CH:32]=[CH:31][CH:30]=[CH:29][CH:28]=2)([C:21]2[CH:26]=[CH:25][CH:24]=[CH:23][CH:22]=2)[C:15]2[CH:20]=[CH:19][CH:18]=[CH:17][CH:16]=2)[CH2:10][C@H:9]1[CH2:33][OH:34])=[O:7])([CH3:4])([CH3:3])[CH3:2].[F:35][C:36]1[CH:43]=[C:42]([F:44])[C:41]([F:45])=[CH:40][C:37]=1[CH2:38]Br.[H-].[Na+].[NH4+].[Cl-]. The catalyst is CN(C=O)C. The product is [C:1]([O:5][C:6]([N:8]1[CH2:12][C@H:11]([S:13][C:14]([C:15]2[CH:20]=[CH:19][CH:18]=[CH:17][CH:16]=2)([C:27]2[CH:28]=[CH:29][CH:30]=[CH:31][CH:32]=2)[C:21]2[CH:26]=[CH:25][CH:24]=[CH:23][CH:22]=2)[CH2:10][C@H:9]1[CH2:33][O:34][CH2:38][C:37]1[CH:40]=[C:41]([F:45])[C:42]([F:44])=[CH:43][C:36]=1[F:35])=[O:7])([CH3:4])([CH3:3])[CH3:2]. The yield is 0.460. (2) The reactants are [NH:1]1[CH2:6][CH2:5][NH:4][CH2:3][CH2:2]1.[Cl:7][C:8]1[CH:39]=[CH:38][CH:37]=[CH:36][C:9]=1[CH2:10][N:11]([CH3:35])[C:12]([C:14]1[N:15]=[N:16][N:17]([CH2:20][C:21]2[CH:26]=[C:25]([C:27]([F:30])([F:29])[F:28])[CH:24]=[C:23]([C:31]([F:34])([F:33])[F:32])[CH:22]=2)[C:18]=1Cl)=[O:13]. The catalyst is C1COCC1.CCOCC. The product is [Cl:7][C:8]1[CH:39]=[CH:38][CH:37]=[CH:36][C:9]=1[CH2:10][N:11]([CH3:35])[C:12]([C:14]1[N:15]=[N:16][N:17]([CH2:20][C:21]2[CH:26]=[C:25]([C:27]([F:30])([F:28])[F:29])[CH:24]=[C:23]([C:31]([F:34])([F:32])[F:33])[CH:22]=2)[C:18]=1[N:1]1[CH2:6][CH2:5][NH:4][CH2:3][CH2:2]1)=[O:13]. The yield is 0.760. (3) The catalyst is C(Cl)(Cl)(Cl)Cl. The yield is 0.290. The reactants are [CH3:1][N:2]1[C:6]2[C:7]([C:11]([O:13][CH3:14])=[O:12])=[CH:8][CH:9]=[CH:10][C:5]=2[NH:4][C:3]1=[O:15].[Cl:16]N1C(=O)CCC1=O.N(C(C)(C)C#N)=NC(C)(C)C#N. The product is [Cl:16][C:10]1[C:5]2[NH:4][C:3](=[O:15])[N:2]([CH3:1])[C:6]=2[C:7]([C:11]([O:13][CH3:14])=[O:12])=[CH:8][CH:9]=1. (4) The reactants are C(OC([NH:8][C:9]([CH3:19])([C:11]([O:13][CH:14]1[CH2:18][CH2:17][CH2:16][CH2:15]1)=[O:12])[CH3:10])=O)(C)(C)C.[ClH:20]. The catalyst is C1COCC1.O1CCOCC1. The product is [ClH:20].[CH3:19][C:9]([C:11]([O:13][CH:14]1[CH2:15][CH2:16][CH2:17][CH2:18]1)=[O:12])([CH3:10])[NH2:8]. The yield is 0.820.